Dataset: Reaction yield outcomes from USPTO patents with 853,638 reactions. Task: Predict the reaction yield, written as a fraction of the theoretical maximum amount of product (1.0 means a 100% yield; for example, 0.34 means a 34% yield). (1) The reactants are [NH2:1][C@@H:2]([C:4](O)=[O:5])[CH3:3].[H-].[H-].[H-].[H-].[Li+].[Al+3].C1COCC1.[CH3:30][C:29]([O:28][C:26](O[C:26]([O:28][C:29]([CH3:32])([CH3:31])[CH3:30])=[O:27])=[O:27])([CH3:32])[CH3:31]. The catalyst is C(Cl)Cl. The product is [C:26]([C@@H:4]([OH:5])[CH:2]([NH2:1])[CH3:3])([O:28][C:29]([CH3:30])([CH3:31])[CH3:32])=[O:27]. The yield is 0.630. (2) The reactants are [Br:1][C:2]1[CH:7]=[CH:6][C:5]([NH:8][C:9]2[C:10]([C:24]([OH:26])=O)=[CH:11][C:12]3[N:16]([CH2:17][CH2:18][CH2:19][CH:20]=[CH2:21])[CH:15]=[N:14][C:13]=3[C:22]=2[F:23])=[C:4]([CH3:27])[CH:3]=1.CCN(C(C)C)C(C)C.C1CN([P+](ON2N=NC3C=[CH:58][CH:59]=[CH:60][C:55]2=3)(N2CCCC2)N2CCCC2)CC1.F[P-](F)(F)(F)(F)F.Cl.C1([N:74](C)[OH:75])CC1. The catalyst is C1COCC1.C(Cl)Cl.C(OCC)(=O)C. The product is [CH:59]1([CH2:58][O:75][NH:74][C:24]([C:10]2[C:9]([NH:8][C:5]3[CH:6]=[CH:7][C:2]([Br:1])=[CH:3][C:4]=3[CH3:27])=[C:22]([F:23])[C:13]3[N:14]=[CH:15][N:16]([CH2:17][CH2:18][CH2:19][CH:20]=[CH2:21])[C:12]=3[CH:11]=2)=[O:26])[CH2:60][CH2:55]1. The yield is 0.700. (3) The reactants are [CH2:1]([C:3]1[C:11]2[C:6](=[CH:7][CH:8]=[C:9]([C:12]3[CH:13]=[N:14][N:15]([CH3:17])[CH:16]=3)[CH:10]=2)[NH:5][CH:4]=1)[CH3:2].[BH3-]C#N.[Na+]. The catalyst is CC(O)=O. The product is [CH2:1]([CH:3]1[C:11]2[C:6](=[CH:7][CH:8]=[C:9]([C:12]3[CH:13]=[N:14][N:15]([CH3:17])[CH:16]=3)[CH:10]=2)[NH:5][CH2:4]1)[CH3:2]. The yield is 0.560. (4) The reactants are [CH:1]1([CH:7]([C:9]2[CH:10]=[N:11][C:12]([C:15]3[CH:20]=[CH:19][C:18]([C:21]([F:24])([F:23])[F:22])=[CH:17][CH:16]=3)=[N:13][CH:14]=2)[NH2:8])[CH2:6][CH2:5][CH2:4][CH2:3][CH2:2]1.F[C:26]1[CH:35]=[CH:34][C:29]([C:30]([O:32][CH3:33])=[O:31])=[CH:28][N:27]=1.C(=O)([O-])[O-].[K+].[K+]. The catalyst is CN(C)C=O.O. The product is [CH:1]1([CH:7]([NH:8][C:26]2[CH:35]=[CH:34][C:29]([C:30]([O:32][CH3:33])=[O:31])=[CH:28][N:27]=2)[C:9]2[CH:14]=[N:13][C:12]([C:15]3[CH:16]=[CH:17][C:18]([C:21]([F:24])([F:23])[F:22])=[CH:19][CH:20]=3)=[N:11][CH:10]=2)[CH2:2][CH2:3][CH2:4][CH2:5][CH2:6]1. The yield is 0.860. (5) The reactants are [C:1]([C:3]1[CH:8]=[CH:7][CH:6]=[CH:5][C:4]=1[C:9]1[CH:14]=[CH:13][C:12]([CH2:15][CH:16]([C:22](=O)[CH2:23][CH2:24][CH3:25])[C:17](OCC)=[O:18])=[C:11]([F:27])[CH:10]=1)#[N:2].[CH3:28][C:29]1[NH:30][C:31]([NH:34][CH:35]2[CH2:40][CH2:39][S:38][CH2:37][CH2:36]2)=[N:32][N:33]=1. No catalyst specified. The product is [F:27][C:11]1[CH:10]=[C:9]([C:4]2[C:3]([C:1]#[N:2])=[CH:8][CH:7]=[CH:6][CH:5]=2)[CH:14]=[CH:13][C:12]=1[CH2:15][C:16]1[C:17](=[O:18])[N:34]([CH:35]2[CH2:36][CH2:37][S:38][CH2:39][CH2:40]2)[C:31]2[N:32]([N:33]=[C:29]([CH3:28])[N:30]=2)[C:22]=1[CH2:23][CH2:24][CH3:25]. The yield is 0.270.